This data is from Peptide-MHC class I binding affinity with 185,985 pairs from IEDB/IMGT. The task is: Regression. Given a peptide amino acid sequence and an MHC pseudo amino acid sequence, predict their binding affinity value. This is MHC class I binding data. (1) The MHC is HLA-A02:01 with pseudo-sequence HLA-A02:01. The binding affinity (normalized) is 0. The peptide sequence is TVLDHILQK. (2) The peptide sequence is GTGDSRLTY. The MHC is HLA-A80:01 with pseudo-sequence HLA-A80:01. The binding affinity (normalized) is 0.510. (3) The peptide sequence is RSFKDLLKK. The MHC is HLA-A68:01 with pseudo-sequence HLA-A68:01. The binding affinity (normalized) is 0.144. (4) The MHC is HLA-B58:01 with pseudo-sequence HLA-B58:01. The peptide sequence is FLADYRGKT. The binding affinity (normalized) is 0.0847. (5) The peptide sequence is SLASIGTSF. The MHC is HLA-A26:03 with pseudo-sequence HLA-A26:03. The binding affinity (normalized) is 0.0847. (6) The peptide sequence is FHGEFTRAL. The MHC is HLA-A31:01 with pseudo-sequence HLA-A31:01. The binding affinity (normalized) is 0.0847. (7) The peptide sequence is IAESFYDL. The MHC is H-2-Db with pseudo-sequence H-2-Db. The binding affinity (normalized) is 0.158.